This data is from Forward reaction prediction with 1.9M reactions from USPTO patents (1976-2016). The task is: Predict the product of the given reaction. (1) Given the reactants [CH3:1][O:2][C:3]([C:5]1[S:14][C:8]2[N:9]=[CH:10][N:11]=[C:12]([Cl:13])[C:7]=2[C:6]=1[CH3:15])=[O:4].[NH2:16][C:17]1[CH:35]=[CH:34][C:33]([F:36])=[CH:32][C:18]=1[O:19][CH:20]([CH3:31])[CH2:21][CH2:22][NH:23]C(=O)OC(C)(C)C, predict the reaction product. The product is: [ClH:13].[NH2:23][CH2:22][CH2:21][CH:20]([O:19][C:18]1[CH:32]=[C:33]([F:36])[CH:34]=[CH:35][C:17]=1[NH:16][C:12]1[C:7]2[C:6]([CH3:15])=[C:5]([C:3]([O:2][CH3:1])=[O:4])[S:14][C:8]=2[N:9]=[CH:10][N:11]=1)[CH3:31]. (2) Given the reactants [CH2:1]([O:15][C:16]1[O:20][C:19]([C:21]([OH:23])=[O:22])=[CH:18][CH:17]=1)[CH2:2][CH2:3][CH2:4][CH2:5][CH2:6][CH2:7][CH2:8][CH2:9][CH2:10][CH2:11][CH2:12][CH2:13][CH3:14].C1(N=C=NC2CCCCC2)CCCCC1.[F:39][C:40]([F:44])([F:43])[CH2:41]O.CCOC(C)=O, predict the reaction product. The product is: [CH2:1]([O:15][C:16]1[O:20][C:19]([C:21]([O:23][CH2:41][C:40]([F:44])([F:43])[F:39])=[O:22])=[CH:18][CH:17]=1)[CH2:2][CH2:3][CH2:4][CH2:5][CH2:6][CH2:7][CH2:8][CH2:9][CH2:10][CH2:11][CH2:12][CH2:13][CH3:14]. (3) Given the reactants [CH3:1][S:2]([C:5]1[CH:10]=[CH:9][C:8](B(O)O)=[CH:7][CH:6]=1)(=[O:4])=[O:3].[CH3:14][O:15][C:16](=[O:38])[CH2:17][C:18]1[C:27]([CH3:28])=[C:26](OS(C(F)(F)F)(=O)=O)[C:25]2[C:20](=[CH:21][CH:22]=[C:23]([F:37])[CH:24]=2)[CH:19]=1.C(=O)([O-])[O-].[Cs+].[Cs+].CN(C=O)C, predict the reaction product. The product is: [CH3:14][O:15][C:16](=[O:38])[CH2:17][C:18]1[C:27]([CH3:28])=[C:26]([C:8]2[CH:9]=[CH:10][C:5]([S:2]([CH3:1])(=[O:4])=[O:3])=[CH:6][CH:7]=2)[C:25]2[C:20](=[CH:21][CH:22]=[C:23]([F:37])[CH:24]=2)[CH:19]=1. (4) Given the reactants [C:1]([O:5][C:6]([N:8]([CH2:25][CH2:26][C:27]1[CH:32]=[CH:31][C:30]([O:33][C:34]([F:37])([F:36])[F:35])=[CH:29][CH:28]=1)[C:9]1[N:14]=[C:13]([O:15][CH3:16])[N:12]=[C:11](OS(C(F)(F)F)(=O)=O)[CH:10]=1)=[O:7])([CH3:4])([CH3:3])[CH3:2].Cl.[CH2:39]([O:41][C:42](=[O:50])[CH2:43][CH:44]1[CH2:49][CH2:48][CH2:47][CH2:46][NH:45]1)[CH3:40], predict the reaction product. The product is: [CH2:39]([O:41][C:42](=[O:50])[CH2:43][CH:44]1[CH2:49][CH2:48][CH2:47][CH2:46][N:45]1[C:11]1[CH:10]=[C:9]([N:8]([C:6]([O:5][C:1]([CH3:3])([CH3:2])[CH3:4])=[O:7])[CH2:25][CH2:26][C:27]2[CH:32]=[CH:31][C:30]([O:33][C:34]([F:35])([F:37])[F:36])=[CH:29][CH:28]=2)[N:14]=[C:13]([O:15][CH3:16])[N:12]=1)[CH3:40]. (5) Given the reactants [S:1]1[C:5]2[CH:6]=[CH:7][CH:8]=[CH:9][C:4]=2[CH:3]=[C:2]1[CH:10]([C:12]1[CH:17]=[C:16]([Br:18])[CH:15]=[CH:14][C:13]=1[F:19])[OH:11].N1C=CN=C1.[C:25]([Si:29]([CH3:32])([CH3:31])Cl)([CH3:28])([CH3:27])[CH3:26].[Cl-].[NH4+], predict the reaction product. The product is: [S:1]1[C:5]2[CH:6]=[CH:7][CH:8]=[CH:9][C:4]=2[CH:3]=[C:2]1[CH:10]([C:12]1[CH:17]=[C:16]([Br:18])[CH:15]=[CH:14][C:13]=1[F:19])[O:11][Si:29]([C:25]([CH3:28])([CH3:27])[CH3:26])([CH3:32])[CH3:31]. (6) Given the reactants Cl[C:2]1[C:6]([C:7]#[N:8])=[C:5]([C:9]2[CH:14]=[CH:13][C:12]([NH:15][C:16]([NH:18][C:19]3[CH:24]=[C:23]([CH3:25])[CH:22]=[CH:21][C:20]=3[F:26])=[O:17])=[CH:11][CH:10]=2)[S:4][N:3]=1.[O:27]1[CH2:32][CH2:31][N:30]([CH2:33][CH2:34][CH2:35][NH2:36])[CH2:29][CH2:28]1.C([O-])([O-])=O.[Na+].[Na+].[Cl-].[Na+].O, predict the reaction product. The product is: [C:7]([C:6]1[C:2]([NH:36][CH2:35][CH2:34][CH2:33][N:30]2[CH2:31][CH2:32][O:27][CH2:28][CH2:29]2)=[N:3][S:4][C:5]=1[C:9]1[CH:14]=[CH:13][C:12]([NH:15][C:16]([NH:18][C:19]2[CH:24]=[C:23]([CH3:25])[CH:22]=[CH:21][C:20]=2[F:26])=[O:17])=[CH:11][CH:10]=1)#[N:8].